The task is: Regression. Given a peptide amino acid sequence and an MHC pseudo amino acid sequence, predict their binding affinity value. This is MHC class I binding data.. This data is from Peptide-MHC class I binding affinity with 185,985 pairs from IEDB/IMGT. (1) The MHC is HLA-A26:01 with pseudo-sequence HLA-A26:01. The peptide sequence is IAGFIEGGW. The binding affinity (normalized) is 0.0847. (2) The peptide sequence is YTIGIGAFY. The MHC is SLA-20401 with pseudo-sequence SLA-20401. The binding affinity (normalized) is 0.703. (3) The peptide sequence is SEAAYAKKI. The MHC is Mamu-A01 with pseudo-sequence Mamu-A01. The binding affinity (normalized) is 0. (4) The peptide sequence is RDPDEFKTL. The MHC is HLA-B18:01 with pseudo-sequence HLA-B18:01. The binding affinity (normalized) is 0. (5) The peptide sequence is LTVKHMANV. The binding affinity (normalized) is 0.0847. The MHC is HLA-A25:01 with pseudo-sequence HLA-A25:01. (6) The peptide sequence is WQDGGWQSV. The MHC is HLA-A24:03 with pseudo-sequence HLA-A24:03. The binding affinity (normalized) is 0.0847. (7) The peptide sequence is VGDHQAAMQII. The MHC is Mamu-B17 with pseudo-sequence Mamu-B17. The binding affinity (normalized) is 0.0205. (8) The peptide sequence is MLLNRFTTR. The MHC is HLA-B08:01 with pseudo-sequence HLA-B08:01. The binding affinity (normalized) is 0.277.